This data is from Reaction yield outcomes from USPTO patents with 853,638 reactions. The task is: Predict the reaction yield, written as a fraction of the theoretical maximum amount of product (1.0 means a 100% yield; for example, 0.34 means a 34% yield). The yield is 0.390. The reactants are [CH3:1][O-].[Na+].[NH2:4][C:5]1[CH:10]=[CH:9][C:8]([S:11][C:12]2[C:13]([CH2:29][CH3:30])=[N:14][N:15]([CH2:19][CH2:20][NH:21][C:22](=[O:28])[O:23][C:24]([CH3:27])([CH3:26])[CH3:25])[C:16]=2[CH2:17][CH3:18])=[CH:7][CH:6]=1.[BH4-].[Na+]. The product is [CH2:29]([C:13]1[C:12]([S:11][C:8]2[CH:9]=[CH:10][C:5]([NH:4][CH3:1])=[CH:6][CH:7]=2)=[C:16]([CH2:17][CH3:18])[N:15]([CH2:19][CH2:20][NH:21][C:22](=[O:28])[O:23][C:24]([CH3:25])([CH3:27])[CH3:26])[N:14]=1)[CH3:30]. The catalyst is CO.